Task: Predict the reactants needed to synthesize the given product.. Dataset: Full USPTO retrosynthesis dataset with 1.9M reactions from patents (1976-2016) (1) Given the product [C:32]1([NH:31][C:4](=[O:6])/[CH:3]=[CH:2]/[C:1]([C:26]2[CH:25]=[CH:24][C:23]([O:28][CH3:29])=[C:22]([Cl:21])[CH:27]=2)=[O:7])[CH:37]=[CH:36][CH:35]=[CH:34][CH:33]=1, predict the reactants needed to synthesize it. The reactants are: [C:1]1(=[O:7])[O:6][C:4](=O)[CH:3]=[CH:2]1.S(OCC)(OCC)(=O)=O.[Cl-].[Al+3].[Cl-].[Cl-].[Cl:21][C:22]1[CH:27]=[CH:26][CH:25]=[CH:24][C:23]=1[O:28][CH3:29].Cl.[NH2:31][C:32]1[CH:37]=[CH:36][CH:35]=[CH:34][CH:33]=1. (2) Given the product [F:1][C:2]1[CH:7]=[CH:6][C:5]([C@@H:8]2[N:14]([C:15]([N:17]3[CH2:22][CH2:21][O:20][CH2:19][CH2:18]3)=[O:16])[CH2:13][C:12]3[CH:23]=[CH:24][C:25]([C:27]([NH:31][OH:32])=[O:28])=[CH:26][C:11]=3[O:10][CH2:9]2)=[CH:4][CH:3]=1, predict the reactants needed to synthesize it. The reactants are: [F:1][C:2]1[CH:7]=[CH:6][C:5]([C@@H:8]2[N:14]([C:15]([N:17]3[CH2:22][CH2:21][O:20][CH2:19][CH2:18]3)=[O:16])[CH2:13][C:12]3[CH:23]=[CH:24][C:25]([C:27](OC)=[O:28])=[CH:26][C:11]=3[O:10][CH2:9]2)=[CH:4][CH:3]=1.[NH2:31][OH:32].[OH-].[Na+].